Task: Predict which catalyst facilitates the given reaction.. Dataset: Catalyst prediction with 721,799 reactions and 888 catalyst types from USPTO Reactant: [NH2:1][C:2]1[O:3][C:4]2[C:9]([CH:10]([C:14]3[CH:19]=[C:18]([O:20][CH3:21])[C:17]([O:22][CH3:23])=[C:16]([Br:24])[CH:15]=3)[C:11]=1[C:12]#[N:13])=[CH:8][CH:7]=[C:6]1[C:25]([NH2:29])=[CH:26][CH:27]=[CH:28][C:5]=21.[C:30](OC(=O)C)(=[O:32])[CH3:31]. Product: [NH2:1][C:2]1[O:3][C:4]2[C:9]([CH:10]([C:14]3[CH:19]=[C:18]([O:20][CH3:21])[C:17]([O:22][CH3:23])=[C:16]([Br:24])[CH:15]=3)[C:11]=1[C:12]#[N:13])=[CH:8][CH:7]=[C:6]1[C:25]([NH:29][C:30](=[O:32])[CH3:31])=[CH:26][CH:27]=[CH:28][C:5]=21. The catalyst class is: 228.